From a dataset of Reaction yield outcomes from USPTO patents with 853,638 reactions. Predict the reaction yield, written as a fraction of the theoretical maximum amount of product (1.0 means a 100% yield; for example, 0.34 means a 34% yield). (1) The reactants are [N+:1]([C:4]1[CH:9]=[CH:8][C:7]([N:10]2[CH2:15][CH2:14][O:13][CH2:12][CH2:11]2)=[CH:6][CH:5]=1)([O-])=O.N. The catalyst is CO.[Pd]. The product is [N:10]1([C:7]2[CH:8]=[CH:9][C:4]([NH2:1])=[CH:5][CH:6]=2)[CH2:11][CH2:12][O:13][CH2:14][CH2:15]1. The yield is 0.700. (2) The reactants are [Cl:1][C:2]1[CH:10]=[C:9]2[C:5]([CH:6]=[CH:7][NH:8]2)=[CH:4][CH:3]=1.[CH3:11]C1C2C(=CC=CC=2)NC=1. No catalyst specified. The product is [Cl:1][C:2]1[CH:10]=[C:9]2[C:5]([CH:6]=[CH:7][N:8]2[CH3:11])=[CH:4][CH:3]=1. The yield is 1.00. (3) No catalyst specified. The product is [C:17]([O:11][C:4]1[CH:3]=[C:2]([Cl:1])[CH:10]=[CH:9][C:5]=1[C:6]([OH:8])=[O:7])(=[O:19])[CH3:18]. The yield is 0.881. The reactants are [Cl:1][C:2]1[CH:3]=[C:4]([OH:11])[C:5](=[CH:9][CH:10]=1)[C:6]([OH:8])=[O:7].S(=O)(=O)(O)O.[C:17](OC(=O)C)(=[O:19])[CH3:18]. (4) The reactants are [N+:1]([C:4]1[S:8][C:7]([C:9]2[O:10][C:11]3[CH:12]=[N:13][CH:14]=[CH:15][C:16]=3[N:17]=2)=[CH:6][CH:5]=1)([O-])=O.[NH4+].[Cl-].O. The catalyst is [Fe].CO. The product is [N:17]1[C:16]2[CH:15]=[CH:14][N:13]=[CH:12][C:11]=2[O:10][C:9]=1[C:7]1[S:8][C:4]([NH2:1])=[CH:5][CH:6]=1. The yield is 0.350. (5) The reactants are Br[C:2]1[CH:11]=[CH:10][C:5]([C:6]([O:8][CH3:9])=[O:7])=[C:4]([O:12][CH3:13])[CH:3]=1.[C:14]([C:16]1[CH:21]=[CH:20][CH:19]=[CH:18][C:17]=1B(O)O)#[N:15].C(=O)([O-])[O-].[Cs+].[Cs+].C(OCC)(=O)C. The catalyst is O1CCCC1.C1C=CC(P(C2C=CC=CC=2)[C-]2C=CC=C2)=CC=1.C1C=CC(P(C2C=CC=CC=2)[C-]2C=CC=C2)=CC=1.Cl[Pd]Cl.[Fe+2].O. The product is [C:14]([C:16]1[CH:21]=[CH:20][CH:19]=[CH:18][C:17]=1[C:2]1[CH:11]=[CH:10][C:5]([C:6]([O:8][CH3:9])=[O:7])=[C:4]([O:12][CH3:13])[CH:3]=1)#[N:15]. The yield is 0.350. (6) The product is [NH2:1][C:2]1[C:3]([C:4]([O:6][CH3:7])=[O:5])=[C:8]([F:13])[C:9]([Cl:21])=[C:10]([Br:12])[CH:11]=1. The yield is 0.380. The catalyst is C(O)(C)C. The reactants are [NH2:1][C:2]1[CH:11]=[C:10]([Br:12])[CH:9]=[C:8]([F:13])[C:3]=1[C:4]([O:6][CH3:7])=[O:5].C1C(=O)N([Cl:21])C(=O)C1. (7) The reactants are [CH2:1]([O:3][C:4]([C:6]1[C:7]2[C:22](=[O:23])[CH:21]([C:24](=O)[CH3:25])[CH2:20][CH2:19][CH2:18][C:8]=2[N:9](C(OC(C)(C)C)=O)[CH:10]=1)=[O:5])[CH3:2].Cl.[NH2:28]O. The catalyst is CCO. The product is [CH2:1]([O:3][C:4]([C:6]1[C:7]2[C:22]3[O:23][N:28]=[C:24]([CH3:25])[C:21]=3[CH2:20][CH2:19][CH2:18][C:8]=2[NH:9][CH:10]=1)=[O:5])[CH3:2]. The yield is 0.760. (8) The reactants are [BH4-].[Na+].[O:3]=[C:4]([C:29]1[CH:34]=[CH:33][CH:32]=[CH:31][CH:30]=1)[CH2:5][N:6]1[C:10]2[CH:11]=[CH:12][CH:13]=[CH:14][C:9]=2[N:8]=[C:7]1[NH:15][CH:16]1[CH2:21][CH2:20][N:19]([C:22]([O:24][C:25]([CH3:28])([CH3:27])[CH3:26])=[O:23])[CH2:18][CH2:17]1.O. The catalyst is O1CCCC1.CO. The product is [OH:3][CH:4]([C:29]1[CH:30]=[CH:31][CH:32]=[CH:33][CH:34]=1)[CH2:5][N:6]1[C:10]2[CH:11]=[CH:12][CH:13]=[CH:14][C:9]=2[N:8]=[C:7]1[NH:15][CH:16]1[CH2:21][CH2:20][N:19]([C:22]([O:24][C:25]([CH3:26])([CH3:27])[CH3:28])=[O:23])[CH2:18][CH2:17]1. The yield is 0.760. (9) The reactants are Br[C:2]1[CH:3]=[C:4]2[C:8](=[CH:9][C:10]=1[CH:11]([F:13])[F:12])[N:7]([C:14]([O:16][C:17]([CH3:20])([CH3:19])[CH3:18])=[O:15])[CH2:6][CH2:5]2.[CH3:21][N:22]1[CH:26]=[C:25](B2OC(C)(C)C(C)(C)O2)[CH:24]=[N:23]1.C([O-])([O-])=O.[K+].[K+]. The catalyst is O1CCOCC1.O.C1C=CC(P(C2C=CC=CC=2)[C-]2C=CC=C2)=CC=1.C1C=CC(P(C2C=CC=CC=2)[C-]2C=CC=C2)=CC=1.Cl[Pd]Cl.[Fe+2]. The product is [F:12][CH:11]([F:13])[C:10]1[CH:9]=[C:8]2[C:4]([CH2:5][CH2:6][N:7]2[C:14]([O:16][C:17]([CH3:20])([CH3:19])[CH3:18])=[O:15])=[CH:3][C:2]=1[C:25]1[CH:24]=[N:23][N:22]([CH3:21])[CH:26]=1. The yield is 0.930. (10) The reactants are [F:1][C:2]1[CH:10]=[C:9]([O:11]COC)[CH:8]=[CH:7][C:3]=1[C:4]([OH:6])=[O:5].Cl.[CH3:16]O. No catalyst specified. The product is [CH3:16][O:6][C:4](=[O:5])[C:3]1[CH:7]=[CH:8][C:9]([OH:11])=[CH:10][C:2]=1[F:1]. The yield is 1.00.